Dataset: Forward reaction prediction with 1.9M reactions from USPTO patents (1976-2016). Task: Predict the product of the given reaction. The product is: [Cl:13][C:14]1[C:15]([N:20]2[C:24]3[N:25]=[CH:26][N:27]=[C:28]([O:29][C@@H:30]([CH2:34][CH2:33][OH:32])[C:31]([NH:12][C:9]4[CH:8]=[CH:7][C:6]([CH3:5])=[CH:11][N:10]=4)=[O:35])[C:23]=3[CH:22]=[N:21]2)=[N:16][CH:17]=[CH:18][CH:19]=1. Given the reactants C[Al](C)C.[CH3:5][C:6]1[CH:7]=[CH:8][C:9]([NH2:12])=[N:10][CH:11]=1.[Cl:13][C:14]1[C:15]([N:20]2[C:24]3=[N:25][CH:26]=[N:27][C:28]([O:29][C@H:30]4[CH2:34][CH2:33][O:32][C:31]4=[O:35])=[C:23]3[CH:22]=[N:21]2)=[N:16][CH:17]=[CH:18][CH:19]=1.C(O)(=O)CC(CC(O)=O)(C(O)=O)O, predict the reaction product.